From a dataset of Reaction yield outcomes from USPTO patents with 853,638 reactions. Predict the reaction yield, written as a fraction of the theoretical maximum amount of product (1.0 means a 100% yield; for example, 0.34 means a 34% yield). The reactants are [OH:1][CH:2]([C:16]1[CH:21]=[CH:20][CH:19]=[CH:18][N:17]=1)[CH:3]1[CH2:8][CH2:7][N:6]([C:9]([O:11][C:12]([CH3:15])([CH3:14])[CH3:13])=[O:10])[CH2:5][CH2:4]1.[CH3:22][S:23](Cl)(=[O:25])=[O:24]. The catalyst is O. The product is [CH3:22][S:23]([O:1][CH:2]([C:16]1[CH:21]=[CH:20][CH:19]=[CH:18][N:17]=1)[CH:3]1[CH2:4][CH2:5][N:6]([C:9]([O:11][C:12]([CH3:14])([CH3:15])[CH3:13])=[O:10])[CH2:7][CH2:8]1)(=[O:25])=[O:24]. The yield is 0.977.